The task is: Regression. Given two drug SMILES strings and cell line genomic features, predict the synergy score measuring deviation from expected non-interaction effect.. This data is from NCI-60 drug combinations with 297,098 pairs across 59 cell lines. (1) Drug 1: CCC1=C2CN3C(=CC4=C(C3=O)COC(=O)C4(CC)O)C2=NC5=C1C=C(C=C5)O. Drug 2: C(CCl)NC(=O)N(CCCl)N=O. Cell line: SN12C. Synergy scores: CSS=22.7, Synergy_ZIP=-0.367, Synergy_Bliss=3.19, Synergy_Loewe=-25.9, Synergy_HSA=3.10. (2) Drug 1: CCC1=CC2CC(C3=C(CN(C2)C1)C4=CC=CC=C4N3)(C5=C(C=C6C(=C5)C78CCN9C7C(C=CC9)(C(C(C8N6C)(C(=O)OC)O)OC(=O)C)CC)OC)C(=O)OC.C(C(C(=O)O)O)(C(=O)O)O. Drug 2: CC1=C2C(C(=O)C3(C(CC4C(C3C(C(C2(C)C)(CC1OC(=O)C(C(C5=CC=CC=C5)NC(=O)C6=CC=CC=C6)O)O)OC(=O)C7=CC=CC=C7)(CO4)OC(=O)C)O)C)OC(=O)C. Cell line: OVCAR-5. Synergy scores: CSS=61.4, Synergy_ZIP=0.103, Synergy_Bliss=0.683, Synergy_Loewe=-13.4, Synergy_HSA=3.29. (3) Drug 1: C1CN1P(=S)(N2CC2)N3CC3. Drug 2: C1CC(=O)NC(=O)C1N2C(=O)C3=CC=CC=C3C2=O. Cell line: K-562. Synergy scores: CSS=20.8, Synergy_ZIP=-8.02, Synergy_Bliss=-4.01, Synergy_Loewe=-2.18, Synergy_HSA=-2.41. (4) Drug 1: CC1=C2C(C(=O)C3(C(CC4C(C3C(C(C2(C)C)(CC1OC(=O)C(C(C5=CC=CC=C5)NC(=O)OC(C)(C)C)O)O)OC(=O)C6=CC=CC=C6)(CO4)OC(=O)C)O)C)O. Drug 2: CCC1(C2=C(COC1=O)C(=O)N3CC4=CC5=C(C=CC(=C5CN(C)C)O)N=C4C3=C2)O.Cl. Cell line: COLO 205. Synergy scores: CSS=29.0, Synergy_ZIP=-11.0, Synergy_Bliss=-13.4, Synergy_Loewe=-12.1, Synergy_HSA=-8.63. (5) Drug 1: CC1=C(C=C(C=C1)NC2=NC=CC(=N2)N(C)C3=CC4=NN(C(=C4C=C3)C)C)S(=O)(=O)N.Cl. Drug 2: CC12CCC(CC1=CCC3C2CCC4(C3CC=C4C5=CN=CC=C5)C)O. Cell line: ACHN. Synergy scores: CSS=27.9, Synergy_ZIP=10.6, Synergy_Bliss=15.6, Synergy_Loewe=13.6, Synergy_HSA=15.7.